Dataset: Reaction yield outcomes from USPTO patents with 853,638 reactions. Task: Predict the reaction yield, written as a fraction of the theoretical maximum amount of product (1.0 means a 100% yield; for example, 0.34 means a 34% yield). (1) The reactants are [CH3:1][N:2]([CH3:7])[CH2:3][CH2:4][NH:5][CH3:6].F[C:9]1[C:14]([N+:15]([O-:17])=[O:16])=[CH:13][C:12]([NH:18][C:19]2[N:24]=[C:23]([C:25]3[C:33]4[C:28](=[CH:29][CH:30]=[CH:31][CH:32]=4)[NH:27][CH:26]=3)[CH:22]=[CH:21][N:20]=2)=[C:11]([O:34][CH3:35])[CH:10]=1.CCN(C(C)C)C(C)C. The catalyst is CC(N(C)C)=O. The product is [CH3:1][N:2]([CH3:7])[CH2:3][CH2:4][N:5]([CH3:6])[C:9]1[C:14]([N+:15]([O-:17])=[O:16])=[CH:13][C:12]([NH:18][C:19]2[N:24]=[C:23]([C:25]3[C:33]4[C:28](=[CH:29][CH:30]=[CH:31][CH:32]=4)[NH:27][CH:26]=3)[CH:22]=[CH:21][N:20]=2)=[C:11]([O:34][CH3:35])[CH:10]=1. The yield is 0.800. (2) The reactants are [NH:1]1[C:5]2[CH:6]=[CH:7][CH:8]=[CH:9][C:4]=2[N:3]=[C:2]1[CH2:10][N:11]([CH2:22][C:23]1[CH:28]=[CH:27][CH:26]=[CH:25][CH:24]=1)[CH:12]1[C:21]2[N:20]=[CH:19][CH:18]=[CH:17][C:16]=2[CH2:15][CH2:14][CH2:13]1.Br[CH2:30][CH2:31][C:32]#[N:33].CN(CC1N(CC2C=NC=CC=2)C2C=CC=CC=2N=1)C1C2N=CC=CC=2CCC1. No catalyst specified. The product is [C:23]1([CH2:22][N:11]([CH2:10][C:2]2[N:3]([CH2:30][CH2:31][C:32]#[N:33])[C:4]3[CH:9]=[CH:8][CH:7]=[CH:6][C:5]=3[N:1]=2)[CH:12]2[C:21]3[N:20]=[CH:19][CH:18]=[CH:17][C:16]=3[CH2:15][CH2:14][CH2:13]2)[CH:28]=[CH:27][CH:26]=[CH:25][CH:24]=1. The yield is 0.780. (3) The reactants are Cl[C:2](OC1C=CC=CC=1)=[O:3].[NH2:11][C:12]1[CH:17]=[C:16]([CH:18]=[C:19]2[C:25]3[CH:26]=[CH:27][CH:28]=[CH:29][C:24]=3[CH2:23][CH2:22][C:21]3[CH:30]=[CH:31][CH:32]=[CH:33][C:20]2=3)[CH:15]=[CH:14][C:13]=1[OH:34].C([O-])(O)=O.[Na+].[OH-].[Na+].Cl. The catalyst is O.CO. The product is [CH:29]1[C:24]2[CH2:23][CH2:22][C:21]3[CH:30]=[CH:31][CH:32]=[CH:33][C:20]=3[C:19](=[CH:18][C:16]3[CH:15]=[CH:14][C:13]4[O:34][C:2](=[O:3])[NH:11][C:12]=4[CH:17]=3)[C:25]=2[CH:26]=[CH:27][CH:28]=1. The yield is 0.130. (4) The product is [CH2:16]([N:18]([CH2:2][C:3]1[O:4][C:5]2[C:6](=[C:8]([C:12]([O:14][CH3:15])=[O:13])[CH:9]=[CH:10][CH:11]=2)[N:7]=1)[CH2:19][CH3:20])[CH3:17]. The reactants are Cl[CH2:2][C:3]1[O:4][C:5]2[C:6](=[C:8]([C:12]([O:14][CH3:15])=[O:13])[CH:9]=[CH:10][CH:11]=2)[N:7]=1.[CH2:16]([NH:18][CH2:19][CH3:20])[CH3:17]. The catalyst is C1COCC1. The yield is 0.640.